Predict the reactants needed to synthesize the given product. From a dataset of Full USPTO retrosynthesis dataset with 1.9M reactions from patents (1976-2016). Given the product [F:1][C:2]1[CH:7]=[N:6][C:5]2=[CH:8][N:9]([CH2:19][C:20]([NH:22][C:23](=[O:29])[O:24][C:25]([CH3:28])([CH3:27])[CH3:26])=[O:21])[N:10]=[C:4]2[C:3]=1[I:11], predict the reactants needed to synthesize it. The reactants are: [F:1][C:2]1[C:3]([I:11])=[C:4]2[NH:10][N:9]=[CH:8][C:5]2=[N:6][CH:7]=1.C([O-])([O-])=O.[Cs+].[Cs+].Cl[CH2:19][C:20]([NH:22][C:23](=[O:29])[O:24][C:25]([CH3:28])([CH3:27])[CH3:26])=[O:21].